From a dataset of Full USPTO retrosynthesis dataset with 1.9M reactions from patents (1976-2016). Predict the reactants needed to synthesize the given product. (1) Given the product [C:1]([O:4][C@@H:5]1[CH2:22][CH2:21][C@@:20]2([CH3:23])[C:7](=[CH:8][CH2:9][C@@H:10]3[C@@H:19]2[CH2:18][CH2:17][C@@:15]2([CH3:16])[C@H:11]3[CH2:12][C@@H:13]([O:25][C:26](=[O:28])[CH3:27])[C@@H:14]2[OH:24])[CH2:6]1)(=[O:3])[CH3:2], predict the reactants needed to synthesize it. The reactants are: [C:1]([O:4][C@@H:5]1[CH2:22][CH2:21][C@@:20]2([CH3:23])[C:7](=[CH:8][CH2:9][C@@H:10]3[C@@H:19]2[CH2:18][CH2:17][C@@:15]2([CH3:16])[C@H:11]3[CH2:12][C@@H:13]([O:25][C:26](=[O:28])[CH3:27])[C:14]2=[O:24])[CH2:6]1)(=[O:3])[CH3:2].[BH4-].[Na+].CC(CC(CC(O)=O)=O)=O.C(OC(=O)C)(=O)C. (2) The reactants are: [F:1][C:2]1[CH:7]=[CH:6][C:5]([C:8]2[C:13](/[CH:14]=[CH:15]/[CH:16]([OH:25])[CH2:17][C:18]([O:20]C(C)(C)C)=[O:19])=[C:12]([CH:26]([CH3:28])[CH3:27])[N:11]=[C:10]([N:29]([CH3:34])[S:30]([CH3:33])(=[O:32])=[O:31])[N:9]=2)=[CH:4][CH:3]=1.[OH-].[Na+].C(OCC)(=O)C.CCCCCC.O. Given the product [F:1][C:2]1[CH:7]=[CH:6][C:5]([C:8]2[C:13](/[CH:14]=[CH:15]/[CH:16]([OH:25])[CH2:17][C:18]([OH:20])=[O:19])=[C:12]([CH:26]([CH3:28])[CH3:27])[N:11]=[C:10]([N:29]([CH3:34])[S:30]([CH3:33])(=[O:32])=[O:31])[N:9]=2)=[CH:4][CH:3]=1, predict the reactants needed to synthesize it. (3) Given the product [Cl:13][C:14]1[CH:15]=[CH:16][C:17]([C:23]#[N:24])=[C:18]([C:4]2[C:3]([CH:2]([F:12])[F:1])=[CH:8][N:7]=[C:6]([O:9][CH3:10])[CH:5]=2)[CH:19]=1, predict the reactants needed to synthesize it. The reactants are: [F:1][CH:2]([F:12])[C:3]1[C:4](I)=[CH:5][C:6]([O:9][CH3:10])=[N:7][CH:8]=1.[Cl:13][C:14]1[CH:15]=[CH:16][C:17]([C:23]#[N:24])=[C:18](B(O)O)[CH:19]=1. (4) Given the product [F:1][C:2]1[CH:7]=[CH:6][C:5]([C:8]2[CH:13]=[CH:12][C:11]([C@@H:14]([N:16]3[CH2:21][CH2:20][C@@:19]([C:25]4[CH:30]=[CH:29][C:28]([F:31])=[CH:27][CH:26]=4)([CH2:22][CH2:23][N:36]4[CH2:37][CH2:38][NH:33][C:34](=[O:39])[CH2:35]4)[O:18][C:17]3=[O:32])[CH3:15])=[CH:10][CH:9]=2)=[CH:4][CH:3]=1, predict the reactants needed to synthesize it. The reactants are: [F:1][C:2]1[CH:7]=[CH:6][C:5]([C:8]2[CH:13]=[CH:12][C:11]([C@@H:14]([N:16]3[CH2:21][CH2:20][C@@:19]([C:25]4[CH:30]=[CH:29][C:28]([F:31])=[CH:27][CH:26]=4)([CH2:22][CH2:23]O)[O:18][C:17]3=[O:32])[CH3:15])=[CH:10][CH:9]=2)=[CH:4][CH:3]=1.[NH:33]1[CH2:38][CH2:37][NH:36][CH2:35][C:34]1=[O:39]. (5) Given the product [Br-:16].[N+:8]([C:11]1[CH:18]=[CH:17][C:14]([CH2:15][N:3]2[CH:4]=[CH:5][CH:6]=[CH:7][C:2]2=[NH2+:1])=[CH:13][CH:12]=1)([O-:10])=[O:9], predict the reactants needed to synthesize it. The reactants are: [NH2:1][C:2]1[CH:7]=[CH:6][CH:5]=[CH:4][N:3]=1.[N+:8]([C:11]1[CH:18]=[CH:17][C:14]([CH2:15][Br:16])=[CH:13][CH:12]=1)([O-:10])=[O:9].